From a dataset of In vitro SARS-CoV-2 activity screen of 1,480 approved drugs from Prestwick library. Binary Classification. Given a drug SMILES string, predict its activity (active/inactive) in a high-throughput screening assay against a specified biological target. (1) The drug is CCN1CCN(c2cc3c(cc2F)c(=O)c(C(=O)O)cn3C2CC2)CC1. The result is 0 (inactive). (2) The molecule is O=C(O)Cc1sc(-c2ccccc2)nc1-c1ccc(Cl)cc1. The result is 0 (inactive).